This data is from Catalyst prediction with 721,799 reactions and 888 catalyst types from USPTO. The task is: Predict which catalyst facilitates the given reaction. (1) Reactant: [Si:1]([O:8][C@H:9]([C:32]1[CH:33]=[N:34][C:35](Cl)=[CH:36][CH:37]=1)[C@H:10]1[CH2:14][CH2:13][C@@H:12]([CH2:15][C:16]2[CH:21]=[CH:20][C:19]([N+:22]([O-])=O)=[CH:18][CH:17]=2)[N:11]1[C:25]([O:27][C:28]([CH3:31])([CH3:30])[CH3:29])=[O:26])([C:4]([CH3:7])([CH3:6])[CH3:5])([CH3:3])[CH3:2].C([O-])(=O)C.[K+]. Product: [NH2:22][C:19]1[CH:20]=[CH:21][C:16]([CH2:15][C@@H:12]2[CH2:13][CH2:14][C@H:10]([C@H:9]([O:8][Si:1]([C:4]([CH3:7])([CH3:5])[CH3:6])([CH3:3])[CH3:2])[C:32]3[CH:33]=[N:34][CH:35]=[CH:36][CH:37]=3)[N:11]2[C:25]([O:27][C:28]([CH3:31])([CH3:30])[CH3:29])=[O:26])=[CH:17][CH:18]=1. The catalyst class is: 63. (2) Reactant: [CH3:1][O:2][C:3]1[CH:4]=[C:5]2[C:10](=[CH:11][C:12]=1[O:13][CH3:14])[C:9]([CH2:15][CH2:16][CH3:17])=[N:8][C:7]([OH:18])=[CH:6]2.O[Li].O.[ClH:22].[Cl:23][CH2:24][C:25]1[C:26]([N:38]([CH3:40])[CH3:39])=[N:27][C:28]2[CH:29]=[C:30]3[O:37][CH2:36][O:35][C:31]3=[CH:32][C:33]=2[CH:34]=1.Cl.CO. Product: [ClH:23].[ClH:22].[CH3:40][N:38]([CH3:39])[C:26]1[C:25]([CH2:24][C:6]2[C:5]3[C:10](=[CH:11][C:12]([O:13][CH3:14])=[C:3]([O:2][CH3:1])[CH:4]=3)[C:9]([CH2:15][CH2:16][CH3:17])=[N:8][C:7]=2[OH:18])=[CH:34][C:33]2[CH:32]=[C:31]3[O:35][CH2:36][O:37][C:30]3=[CH:29][C:28]=2[N:27]=1. The catalyst class is: 11. (3) Reactant: [C:1]([O:5][C:6]([N:8]1[CH2:12][CH2:11][C@@H:10]([NH:13][C:14]2[N:19]=[C:18](F)[CH:17]=[C:16]([NH:21][C:22]3[CH:27]=[C:26]([C:28](=[O:31])[NH:29][CH3:30])[CH:25]=[CH:24][C:23]=3[CH3:32])[N:15]=2)[CH2:9]1)=[O:7])([CH3:4])([CH3:3])[CH3:2].Cl.[CH3:34][NH:35][CH2:36][C:37]([CH3:40])([CH3:39])[CH3:38].CCN(C(C)C)C(C)C. Product: [C:1]([O:5][C:6]([N:8]1[CH2:12][CH2:11][C@@H:10]([NH:13][C:14]2[N:19]=[C:18]([N:35]([CH2:36][C:37]([CH3:40])([CH3:39])[CH3:38])[CH3:34])[CH:17]=[C:16]([NH:21][C:22]3[CH:27]=[C:26]([C:28](=[O:31])[NH:29][CH3:30])[CH:25]=[CH:24][C:23]=3[CH3:32])[N:15]=2)[CH2:9]1)=[O:7])([CH3:4])([CH3:3])[CH3:2]. The catalyst class is: 12. (4) Reactant: [N+:1]([C:4]1[CH:5]=[C:6]([N:10]2[C:19]3[C:14](=[CH:15][CH:16]=[CH:17][N:18]=3)[CH:13]=[C:12]([CH2:20][CH2:21][CH:22]([OH:29])[C:23]3[CH:28]=[CH:27][N:26]=[CH:25][CH:24]=3)[C:11]2=[O:30])[CH:7]=[CH:8][CH:9]=1)([O-:3])=[O:2].[C:31](OC(=O)C)(=[O:33])[CH3:32]. Product: [N+:1]([C:4]1[CH:5]=[C:6]([N:10]2[C:19]3[C:14](=[CH:15][CH:16]=[CH:17][N:18]=3)[CH:13]=[C:12]([CH2:20][CH2:21][CH:22]([O:29][C:31](=[O:33])[CH3:32])[C:23]3[CH:24]=[CH:25][N:26]=[CH:27][CH:28]=3)[C:11]2=[O:30])[CH:7]=[CH:8][CH:9]=1)([O-:3])=[O:2]. The catalyst class is: 17. (5) Reactant: C([N:8]1[CH2:13][CH2:12][N:11](CC2C=CC=CC=2)[CH2:10][C@@H:9]1[CH2:21][N:22]1[CH2:27][CH2:26][NH:25][C:24](=[O:28])[CH:23]1[CH:29]([CH3:31])[CH3:30])C1C=CC=CC=1. Product: [CH3:31][CH:29]([CH:23]1[N:22]([CH2:21][C@H:9]2[CH2:10][NH:11][CH2:12][CH2:13][NH:8]2)[CH2:27][CH2:26][NH:25][C:24]1=[O:28])[CH3:30]. The catalyst class is: 29. (6) Reactant: Br[C:2]1[N:6]([CH:7]2[CH2:12][CH2:11][N:10]([C:13]([O:15][C:16]([CH3:19])([CH3:18])[CH3:17])=[O:14])[CH2:9][CH2:8]2)[CH:5]=[N:4][C:3]=1[C:20]1[CH:25]=[CH:24][C:23]([F:26])=[CH:22][CH:21]=1.CC1(C)C(C)(C)OB([C:35]2[CH:36]=[CH:37][C:38]3[N:39]([CH:41]=[C:42]([NH:44][C:45](=[O:47])[CH3:46])[N:43]=3)[N:40]=2)O1.[O-]P([O-])([O-])=O.[K+].[K+].[K+]. Product: [C:45]([NH:44][C:42]1[N:43]=[C:38]2[CH:37]=[CH:36][C:35]([C:2]3[N:6]([CH:7]4[CH2:12][CH2:11][N:10]([C:13]([O:15][C:16]([CH3:19])([CH3:18])[CH3:17])=[O:14])[CH2:9][CH2:8]4)[CH:5]=[N:4][C:3]=3[C:20]3[CH:25]=[CH:24][C:23]([F:26])=[CH:22][CH:21]=3)=[N:40][N:39]2[CH:41]=1)(=[O:47])[CH3:46]. The catalyst class is: 368. (7) Reactant: [S:1]1[CH:5]=[N:4][N:3]=[C:2]1[O:6][C:7]1[CH:8]=[C:9]([CH3:23])[C:10]2[C@@H:14]([CH2:15][C:16]([O:18][CH2:19][CH3:20])=[O:17])[O:13][B:12]([OH:21])[C:11]=2[CH:22]=1.C1COCC1.[Li+].[OH-].Cl. Product: [S:1]1[CH:5]=[N:4][N:3]=[C:2]1[O:6][C:7]1[CH:8]=[C:9]([CH3:23])[C:10]2[C@H:14]([CH2:15][C:16]([O:18][CH2:19][CH3:20])=[O:17])[O:13][B:12]([OH:21])[C:11]=2[CH:22]=1. The catalyst class is: 72.